Predict which catalyst facilitates the given reaction. From a dataset of Catalyst prediction with 721,799 reactions and 888 catalyst types from USPTO. (1) Reactant: [Cl:1][C:2]1[CH:3]=[C:4]([C:9](=O)[CH2:10][C:11]#[N:12])[CH:5]=[CH:6][C:7]=1[Cl:8].[NH2:14][C:15]1[NH:19][N:18]=[C:17]([C:20]([OH:22])=[O:21])[CH:16]=1. Product: [NH2:12][C:11]1[N:19]2[N:18]=[C:17]([C:20]([OH:22])=[O:21])[CH:16]=[C:15]2[N:14]=[C:9]([C:4]2[CH:5]=[CH:6][C:7]([Cl:8])=[C:2]([Cl:1])[CH:3]=2)[CH:10]=1. The catalyst class is: 17. (2) Reactant: [Br:1][C:2]1[CH:13]=[CH:12][C:5]([O:6][CH2:7][C:8](OC)=[O:9])=[C:4]([C:14]#[N:15])[CH:3]=1.[NH2:16][NH2:17]. Product: [Br:1][C:2]1[CH:13]=[CH:12][C:5]([O:6][CH2:7][C:8]([NH:16][NH2:17])=[O:9])=[C:4]([C:14]#[N:15])[CH:3]=1. The catalyst class is: 14. (3) Reactant: [CH3:1][N:2]1[C:6]([C:7]2[CH:12]=[CH:11][CH:10]=[CH:9][C:8]=2[C:13]([F:16])([F:15])[F:14])=[N:5][N:4]=[C:3]1[C:17]12[CH2:24][CH2:23][C:20]([C:25]([NH2:27])=O)([CH2:21][CH2:22]1)[CH2:19][CH2:18]2.N1C(Cl)=NC(Cl)=NC=1Cl. Product: [CH3:1][N:2]1[C:6]([C:7]2[CH:12]=[CH:11][CH:10]=[CH:9][C:8]=2[C:13]([F:15])([F:14])[F:16])=[N:5][N:4]=[C:3]1[C:17]12[CH2:22][CH2:21][C:20]([C:25]#[N:27])([CH2:23][CH2:24]1)[CH2:19][CH2:18]2. The catalyst class is: 3. (4) Reactant: C(=O)([O:7][C:8]1[CH:13]=[CH:12][C:11]([CH:14]=[CH2:15])=[CH:10][C:9]=1[C:16]#[N:17])OC(C)(C)C.[ClH:19]. Product: [Cl:19][CH:14]([C:11]1[CH:12]=[CH:13][C:8]([OH:7])=[C:9]([CH:10]=1)[C:16]#[N:17])[CH3:15]. The catalyst class is: 12. (5) Reactant: [CH3:1][O:2][C:3]1[CH:4]=[C:5]([OH:18])[CH:6]=[C:7]([O:16][CH3:17])[C:8]=1[CH2:9][N:10]1[CH2:15][CH2:14][CH2:13][CH2:12][CH2:11]1.N1C=CC=CC=1.[F:25][C:26]([F:39])([F:38])[S:27](O[S:27]([C:26]([F:39])([F:38])[F:25])(=[O:29])=[O:28])(=[O:29])=[O:28]. Product: [CH3:1][O:2][C:3]1[CH:4]=[C:5]([O:18][S:27]([C:26]([F:39])([F:38])[F:25])(=[O:29])=[O:28])[CH:6]=[C:7]([O:16][CH3:17])[C:8]=1[CH2:9][N:10]1[CH2:11][CH2:12][CH2:13][CH2:14][CH2:15]1. The catalyst class is: 2.